Task: Predict the reactants needed to synthesize the given product.. Dataset: Full USPTO retrosynthesis dataset with 1.9M reactions from patents (1976-2016) (1) Given the product [C:1]([O:4][C:5]1[CH:10]=[C:9]([C:11](=[O:13])/[CH:12]=[CH:18]/[N:19]([CH3:21])[CH3:20])[CH:8]=[CH:7][C:6]=1[S:14]([CH3:17])(=[O:16])=[O:15])(=[O:3])[CH3:2], predict the reactants needed to synthesize it. The reactants are: [C:1]([O:4][C:5]1[CH:10]=[C:9]([C:11](=[O:13])[CH3:12])[CH:8]=[CH:7][C:6]=1[S:14]([CH3:17])(=[O:16])=[O:15])(=[O:3])[CH3:2].[CH3:18][N:19]([CH:21](OC)OC)[CH3:20]. (2) Given the product [Cl:49][C:28]1[C:27]([NH:26][C:2]2[N:7]=[C:6]([N:8]([CH:18]3[CH2:19][CH2:20]3)[CH2:9][C:10]3[CH:15]=[CH:14][C:13]([O:16][CH3:17])=[CH:12][CH:11]=3)[C:5]3=[N:21][CH:22]=[C:23]([C:24]#[N:25])[N:4]3[N:3]=2)=[CH:32][C:31]([C:33]#[N:34])=[CH:30][C:29]=1[N:35]1[CH2:40][CH2:39][N:38]([C:41]([O:43][C:44]([CH3:46])([CH3:45])[CH3:47])=[O:42])[CH2:37][C:36]1=[O:48], predict the reactants needed to synthesize it. The reactants are: Cl[C:2]1[N:7]=[C:6]([N:8]([CH:18]2[CH2:20][CH2:19]2)[CH2:9][C:10]2[CH:15]=[CH:14][C:13]([O:16][CH3:17])=[CH:12][CH:11]=2)[C:5]2=[N:21][CH:22]=[C:23]([C:24]#[N:25])[N:4]2[N:3]=1.[NH2:26][C:27]1[C:28]([Cl:49])=[C:29]([N:35]2[CH2:40][CH2:39][N:38]([C:41]([O:43][C:44]([CH3:47])([CH3:46])[CH3:45])=[O:42])[CH2:37][C:36]2=[O:48])[CH:30]=[C:31]([C:33]#[N:34])[CH:32]=1.CC1(C)C2C(=C(P(C3C=CC=CC=3)C3C=CC=CC=3)C=CC=2)OC2C(P(C3C=CC=CC=3)C3C=CC=CC=3)=CC=CC1=2.C(=O)([O-])[O-].[Cs+].[Cs+]. (3) Given the product [NH2:1][C@:2]1([C:21]([O:23][CH3:25])=[O:22])[C@@H:15]2[C@H:10]([CH2:11][CH2:12][C:13]3([O:19][CH2:18][CH2:17][O:16]3)[CH2:14]2)[O:9][C:8]2[C:3]1=[CH:4][C:5]([Br:20])=[CH:6][CH:7]=2, predict the reactants needed to synthesize it. The reactants are: [NH2:1][C@:2]1([C:21]([OH:23])=[O:22])[C@@H:15]2[C@H:10]([CH2:11][CH2:12][C:13]3([O:19][CH2:18][CH2:17][O:16]3)[CH2:14]2)[O:9][C:8]2[C:3]1=[CH:4][C:5]([Br:20])=[CH:6][CH:7]=2.[Si](C=[N+]=[N-])(C)(C)[CH3:25].